From a dataset of Full USPTO retrosynthesis dataset with 1.9M reactions from patents (1976-2016). Predict the reactants needed to synthesize the given product. Given the product [CH2:1]([N:8]([CH3:33])[C:9]1[CH:14]=[CH:13][C:12]([C:15]([CH3:29])([CH2:23][N:34]=[N+:35]=[N-:36])[C:16]([N:18]2[CH2:19][CH2:20][CH2:21][CH2:22]2)=[O:17])=[CH:11][C:10]=1[N+:30]([O-:32])=[O:31])[C:2]1[CH:3]=[CH:4][CH:5]=[CH:6][CH:7]=1, predict the reactants needed to synthesize it. The reactants are: [CH2:1]([N:8]([CH3:33])[C:9]1[CH:14]=[CH:13][C:12]([C:15]([CH3:29])([CH2:23]OS(C)(=O)=O)[C:16]([N:18]2[CH2:22][CH2:21][CH2:20][CH2:19]2)=[O:17])=[CH:11][C:10]=1[N+:30]([O-:32])=[O:31])[C:2]1[CH:7]=[CH:6][CH:5]=[CH:4][CH:3]=1.[N-:34]=[N+:35]=[N-:36].[Na+].